Dataset: Reaction yield outcomes from USPTO patents with 853,638 reactions. Task: Predict the reaction yield, written as a fraction of the theoretical maximum amount of product (1.0 means a 100% yield; for example, 0.34 means a 34% yield). (1) The reactants are [NH:1]([C:7]([O:9][C:10]([CH3:13])([CH3:12])[CH3:11])=[O:8])[C@H:2]([C:4]([OH:6])=O)[CH3:3].C(Cl)CCl.CCN(C(C)C)C(C)C.Cl.[CH3:28][NH:29][O:30][CH3:31]. The catalyst is C(Cl)Cl. The product is [C:10]([O:9][C:7](=[O:8])[NH:1][CH:2]([C:4](=[O:6])[N:29]([O:30][CH3:31])[CH3:28])[CH3:3])([CH3:13])([CH3:12])[CH3:11]. The yield is 0.530. (2) The reactants are [ClH:1].[CH:2]1([NH:8][NH2:9])[CH2:7][CH2:6][CH2:5][CH2:4][CH2:3]1.[CH3:10][C:11]([CH3:18])([CH3:17])[C:12](=O)[CH2:13][C:14]#[N:15]. The catalyst is C(O)C. The product is [ClH:1].[C:11]([C:12]1[CH:13]=[C:14]([NH2:15])[N:8]([CH:2]2[CH2:7][CH2:6][CH2:5][CH2:4][CH2:3]2)[N:9]=1)([CH3:18])([CH3:17])[CH3:10]. The yield is 0.390. (3) The reactants are [Si:1]([O:8][C:9]1[CH:18]=[CH:17][C:16]2[NH:15][C:14](=[O:19])[C:13]3[S:20][CH:21]=[CH:22][C:12]=3[C:11]=2[CH:10]=1)([C:4]([CH3:7])([CH3:6])[CH3:5])([CH3:3])[CH3:2].[Br:23]N1C(=O)CCC1=O. No catalyst specified. The product is [Br:23][C:10]1[C:11]2[C:12]3[CH:22]=[CH:21][S:20][C:13]=3[C:14](=[O:19])[NH:15][C:16]=2[CH:17]=[CH:18][C:9]=1[O:8][Si:1]([C:4]([CH3:7])([CH3:5])[CH3:6])([CH3:3])[CH3:2]. The yield is 0.370. (4) The reactants are C[O:2][C:3](=[O:28])[C:4]([NH:7][C:8]1[CH:13]=[CH:12][CH:11]=[C:10]([CH:14]2[C:23]([CH3:25])([CH3:24])[CH2:22][C:21]3[C:16](=[CH:17][CH:18]=[C:19]([C:26]#[N:27])[CH:20]=3)[NH:15]2)[CH:9]=1)([CH3:6])[CH3:5].Cl. The catalyst is O1CCCC1.[OH-].[Li+].O. The product is [C:26]([C:19]1[CH:20]=[C:21]2[C:16](=[CH:17][CH:18]=1)[NH:15][CH:14]([C:10]1[CH:9]=[C:8]([NH:7][C:4]([CH3:6])([CH3:5])[C:3]([OH:28])=[O:2])[CH:13]=[CH:12][CH:11]=1)[C:23]([CH3:25])([CH3:24])[CH2:22]2)#[N:27]. The yield is 0.0700. (5) The reactants are [NH2:1][C:2]1[CH:19]=[CH:18][C:5]([O:6][C:7]2[C:12]3[N:13]=[CH:14][C:15](=[O:17])[NH:16][C:11]=3[N:10]=[CH:9][CH:8]=2)=[CH:4][C:3]=1[S:20][CH3:21].[C:22]([C:26]1[CH:30]=[C:29]([N:31]=[C:32]=[O:33])[N:28]([C:34]2[CH:39]=[CH:38][CH:37]=[CH:36][CH:35]=2)[N:27]=1)([CH3:25])([CH3:24])[CH3:23]. No catalyst specified. The product is [C:22]([C:26]1[CH:30]=[C:29]([NH:31][C:32]([NH:1][C:2]2[CH:19]=[CH:18][C:5]([O:6][C:7]3[C:12]4[N:13]=[CH:14][C:15](=[O:17])[NH:16][C:11]=4[N:10]=[CH:9][CH:8]=3)=[CH:4][C:3]=2[S:20][CH3:21])=[O:33])[N:28]([C:34]2[CH:39]=[CH:38][CH:37]=[CH:36][CH:35]=2)[N:27]=1)([CH3:25])([CH3:23])[CH3:24]. The yield is 0.970.